The task is: Predict the reactants needed to synthesize the given product.. This data is from Full USPTO retrosynthesis dataset with 1.9M reactions from patents (1976-2016). (1) Given the product [Cl:26][C:23]1[CH:22]=[CH:21][C:20]([S:17]([NH:16][CH2:15][C:12]2[O:13][CH:14]=[C:9]([OH:8])[C:10](=[O:27])[CH:11]=2)(=[O:19])=[O:18])=[CH:25][CH:24]=1, predict the reactants needed to synthesize it. The reactants are: C([O:8][C:9]1[C:10](=[O:27])[CH:11]=[C:12]([CH2:15][NH:16][S:17]([C:20]2[CH:25]=[CH:24][C:23]([Cl:26])=[CH:22][CH:21]=2)(=[O:19])=[O:18])[O:13][CH:14]=1)C1C=CC=CC=1.OC1C(=O)C=C(CNS(C2C=CC=CC=2)(=O)=O)OC=1. (2) Given the product [C:23]([C:27]1[CH:31]=[C:30]([NH:32][C:33]([NH:19][C:18]2[CH:20]=[CH:21][CH:22]=[C:16]([O:15][C:6]3[C:5]4[C:10](=[CH:11][C:12]([O:13][CH3:14])=[C:3]([O:2][CH3:1])[CH:4]=4)[N:9]=[CH:8][N:7]=3)[CH:17]=2)=[O:34])[N:29]([C:42]2[CH:47]=[CH:46][C:45]([CH3:48])=[CH:44][C:43]=2[CH3:49])[N:28]=1)([CH3:26])([CH3:25])[CH3:24], predict the reactants needed to synthesize it. The reactants are: [CH3:1][O:2][C:3]1[CH:4]=[C:5]2[C:10](=[CH:11][C:12]=1[O:13][CH3:14])[N:9]=[CH:8][N:7]=[C:6]2[O:15][C:16]1[CH:17]=[C:18]([CH:20]=[CH:21][CH:22]=1)[NH2:19].[C:23]([C:27]1[CH:31]=[C:30]([NH:32][C:33](=O)[O:34]C2C=CC=CC=2)[N:29]([C:42]2[CH:47]=[CH:46][C:45]([CH3:48])=[CH:44][C:43]=2[CH3:49])[N:28]=1)([CH3:26])([CH3:25])[CH3:24]. (3) Given the product [F:31][C:9]1[CH:8]=[C:7]([CH:12]=[CH:11][C:10]=1[C:13]1[S:14][C:15]2[C:20]([N:21]=1)=[CH:19][CH:18]=[C:17]([C:22]1([C:25]3[CH:26]=[CH:27][CH:28]=[CH:29][CH:30]=3)[CH2:23][CH2:24]1)[N:16]=2)[CH:2]=[O:1], predict the reactants needed to synthesize it. The reactants are: [O:1]1CCCO[CH:2]1[C:7]1[CH:12]=[CH:11][C:10]([C:13]2[S:14][C:15]3[C:20]([N:21]=2)=[CH:19][CH:18]=[C:17]([C:22]2([C:25]4[CH:30]=[CH:29][CH:28]=[CH:27][CH:26]=4)[CH2:24][CH2:23]2)[N:16]=3)=[C:9]([F:31])[CH:8]=1.Cl.O. (4) Given the product [CH3:40][O:39][C:3]1[CH:4]=[C:5]([C:8]2[CH:9]=[CH:10][C:11]3[C:17](=[O:18])[NH:16][C:15]4[CH:19]=[C:20]([CH2:23][CH2:24][O:25][C:26]5[CH:31]=[CH:30][C:29]([N:32]6[CH2:33][CH2:34][O:35][CH2:36][CH2:37]6)=[CH:28][CH:27]=5)[CH:21]=[CH:22][C:14]=4[NH:13][C:12]=3[CH:38]=2)[CH:6]=[CH:7][C:2]=1[O:1][CH2:43][C:44]1[CH:49]=[CH:48][N:47]=[CH:46][CH:45]=1, predict the reactants needed to synthesize it. The reactants are: [OH:1][C:2]1[CH:7]=[CH:6][C:5]([C:8]2[CH:9]=[CH:10][C:11]3[C:17](=[O:18])[NH:16][C:15]4[CH:19]=[C:20]([CH2:23][CH2:24][O:25][C:26]5[CH:31]=[CH:30][C:29]([N:32]6[CH2:37][CH2:36][O:35][CH2:34][CH2:33]6)=[CH:28][CH:27]=5)[CH:21]=[CH:22][C:14]=4[NH:13][C:12]=3[CH:38]=2)=[CH:4][C:3]=1[O:39][CH3:40].Cl.Cl[CH2:43][C:44]1[CH:49]=[CH:48][N:47]=[CH:46][CH:45]=1.C([O-])([O-])=O.[K+].[K+]. (5) Given the product [Cl:31][C:29]1[CH:28]=[CH:27][C:26]([F:32])=[C:25]([C:17]2[CH:16]=[C:15]([NH:14][C:12]3[CH:11]=[CH:10][N:9]=[C:8]([NH2:7])[N:13]=3)[C:24]3[C:19](=[N:20][CH:21]=[CH:22][CH:23]=3)[N:18]=2)[CH:30]=1, predict the reactants needed to synthesize it. The reactants are: C(OC(=O)[NH:7][C:8]1[N:13]=[C:12]([NH:14][C:15]2[C:24]3[C:19](=[N:20][CH:21]=[CH:22][CH:23]=3)[N:18]=[C:17]([C:25]3[CH:30]=[C:29]([Cl:31])[CH:28]=[CH:27][C:26]=3[F:32])[CH:16]=2)[CH:11]=[CH:10][N:9]=1)(C)(C)C.Cl. (6) Given the product [CH3:21][O:20][C:17]1[CH:18]=[C:19]2[C:14]([N:13]=[CH:12][C:11](=[O:22])[N:10]2[CH2:9][CH2:8][N:5]2[CH2:4][CH2:3][CH:2]([NH:1][CH2:35][C:27]3[CH:26]=[C:25]([O:24][CH3:23])[C:30]4[O:31][CH2:32][CH2:33][O:34][C:29]=4[CH:28]=3)[CH2:7][CH2:6]2)=[CH:15][CH:16]=1, predict the reactants needed to synthesize it. The reactants are: [NH2:1][CH:2]1[CH2:7][CH2:6][N:5]([CH2:8][CH2:9][N:10]2[C:19]3[C:14](=[CH:15][CH:16]=[C:17]([O:20][CH3:21])[CH:18]=3)[N:13]=[CH:12][C:11]2=[O:22])[CH2:4][CH2:3]1.[CH3:23][O:24][C:25]1[C:30]2[O:31][CH2:32][CH2:33][O:34][C:29]=2[CH:28]=[C:27]([CH:35]=O)[CH:26]=1.C(O[BH-](OC(=O)C)OC(=O)C)(=O)C.[Na+].C(=O)([O-])O.[Na+]. (7) Given the product [C:1]([NH:5][C:6]1[CH:29]=[CH:28][C:9]([CH2:10][CH2:11][NH:12][C:13](=[O:27])[C:14]2[CH:19]=[C:18]([N:20]3[CH2:25][CH2:24][O:23][CH2:22][CH2:21]3)[N:17]=[C:16]([C:34]3[CH:33]=[N:32][C:31]([NH2:30])=[N:36][CH:35]=3)[CH:15]=2)=[CH:8][CH:7]=1)(=[O:4])[CH:2]=[CH2:3], predict the reactants needed to synthesize it. The reactants are: [C:1]([NH:5][C:6]1[CH:29]=[CH:28][C:9]([CH2:10][CH2:11][NH:12][C:13](=[O:27])[C:14]2[CH:19]=[C:18]([N:20]3[CH2:25][CH2:24][O:23][CH2:22][CH2:21]3)[N:17]=[C:16](Cl)[CH:15]=2)=[CH:8][CH:7]=1)(=[O:4])[CH:2]=[CH2:3].[NH2:30][C:31]1[N:36]=[CH:35][C:34](B(O)O)=[CH:33][N:32]=1.C([O-])([O-])=O.[Na+].[Na+]. (8) Given the product [CH3:35][S:36]([OH:39])(=[O:38])=[O:37].[CH2:1]([O:3][C:4]([NH:6][CH2:7][C:8]1([CH2:14][C:15]([O:17][C:18]2[CH:23]=[CH:22][CH:21]=[C:20]([C@@:24]3([OH:34])[CH2:29][CH2:28][CH2:27][CH2:26][C@@H:25]3[CH2:30][N:31]([CH3:32])[CH3:33])[CH:19]=2)=[O:16])[CH2:9][CH2:10][CH2:11][CH2:12][CH2:13]1)=[O:5])[CH3:2], predict the reactants needed to synthesize it. The reactants are: [CH2:1]([O:3][C:4]([NH:6][CH2:7][C:8]1([CH2:14][C:15]([O:17][C:18]2[CH:23]=[CH:22][CH:21]=[C:20]([C@@:24]3([OH:34])[CH2:29][CH2:28][CH2:27][CH2:26][C@@H:25]3[CH2:30][N:31]([CH3:33])[CH3:32])[CH:19]=2)=[O:16])[CH2:13][CH2:12][CH2:11][CH2:10][CH2:9]1)=[O:5])[CH3:2].[CH3:35][S:36]([OH:39])(=[O:38])=[O:37].